This data is from Catalyst prediction with 721,799 reactions and 888 catalyst types from USPTO. The task is: Predict which catalyst facilitates the given reaction. (1) Reactant: [CH3:1][O:2][C:3]([N:5]1[CH2:9][C@@H:8]([CH2:10][CH:11]([CH3:13])[CH3:12])[N:7]([CH:14]2[CH2:19][CH2:18][NH:17][CH2:16][CH2:15]2)[C:6]1=[O:20])=[O:4].[C:21]([O:25][C:26](=[O:45])[CH2:27][O:28][C:29]1[CH:34]=[CH:33][C:32]([S:35][C:36]2[CH:41]=[CH:40][C:39]([CH:42]=O)=[C:38]([CH3:44])[N:37]=2)=[CH:31][CH:30]=1)([CH3:24])([CH3:23])[CH3:22].C(O[BH-](OC(=O)C)OC(=O)C)(=O)C.[Na+]. Product: [CH3:1][O:2][C:3]([N:5]1[CH2:9][C@@H:8]([CH2:10][CH:11]([CH3:13])[CH3:12])[N:7]([CH:14]2[CH2:15][CH2:16][N:17]([CH2:42][C:39]3[C:38]([CH3:44])=[N:37][C:36]([S:35][C:32]4[CH:33]=[CH:34][C:29]([O:28][CH2:27][C:26]([O:25][C:21]([CH3:23])([CH3:22])[CH3:24])=[O:45])=[CH:30][CH:31]=4)=[CH:41][CH:40]=3)[CH2:18][CH2:19]2)[C:6]1=[O:20])=[O:4]. The catalyst class is: 2. (2) Reactant: [CH3:1][O:2][C:3]1[CH:12]=[C:11]2[C:6]([CH2:7][CH2:8][CH2:9][C:10]2=[O:13])=[CH:5][CH:4]=1.[N-:14]=[N+]=[N-].[Na+]. The catalyst class is: 6. Product: [CH3:1][O:2][C:3]1[CH:4]=[CH:5][C:6]2[CH2:7][CH2:8][CH2:9][C:10](=[O:13])[NH:14][C:11]=2[CH:12]=1. (3) Reactant: [O:1]=[S:2]1(=[O:33])[CH2:6][CH2:5][CH2:4][N:3]1[C:7]1[CH:8]=[CH:9][C:10]([C:16]([N:18]2[CH2:23][CH2:22][N:21]([C:24]3[C:29]([CH3:30])=[CH:28][C:27]([CH3:31])=[C:26]([CH3:32])[N:25]=3)[CH2:20][CH2:19]2)=[O:17])=[C:11]([CH:15]=1)[C:12]([NH2:14])=[O:13].[C:34](O[C:34]([O:36][C:37]([CH3:40])([CH3:39])[CH3:38])=[O:35])([O:36][C:37]([CH3:40])([CH3:39])[CH3:38])=[O:35]. Product: [C:37]([O:36][C:34]([N:14]([C:34]([O:36][C:37]([CH3:40])([CH3:39])[CH3:38])=[O:35])[C:12](=[O:13])[C:11]1[CH:15]=[C:7]([N:3]2[CH2:4][CH2:5][CH2:6][S:2]2(=[O:1])=[O:33])[CH:8]=[CH:9][C:10]=1[C:16]([N:18]1[CH2:19][CH2:20][N:21]([C:24]2[C:29]([CH3:30])=[CH:28][C:27]([CH3:31])=[C:26]([CH3:32])[N:25]=2)[CH2:22][CH2:23]1)=[O:17])=[O:35])([CH3:40])([CH3:39])[CH3:38]. The catalyst class is: 599. (4) Reactant: [CH3:1]C(C)([O-])C.[K+].[CH2:7]([CH:12]1[CH2:17][CH2:16][CH:15]([CH:18]=[CH:19][C:20]2[CH:25]=[CH:24][C:23]([C@H:26]3[CH2:31][CH2:30][C@H:29]([CH:32]=O)[CH2:28][CH2:27]3)=[CH:22][CH:21]=2)[CH2:14][CH2:13]1)[CH2:8][CH2:9][CH2:10][CH3:11]. Product: [CH2:7]([CH:12]1[CH2:17][CH2:16][CH:15]([CH:18]=[CH:19][C:20]2[CH:25]=[CH:24][C:23]([CH:26]3[CH2:31][CH2:30][CH:29]([CH:32]=[CH2:1])[CH2:28][CH2:27]3)=[CH:22][CH:21]=2)[CH2:14][CH2:13]1)[CH2:8][CH2:9][CH2:10][CH3:11]. The catalyst class is: 307. (5) Reactant: [ClH:1].[CH3:2][NH:3][CH2:4][C:5]#[N:6].[C:7]([Cl:12])(=O)[C:8](Cl)=[O:9]. Product: [Cl:12][C:7]1[C:8](=[O:9])[N:3]([CH3:2])[CH:4]=[C:5]([Cl:1])[N:6]=1. The catalyst class is: 262. (6) Reactant: [NH2:1][C:2]1[C:10]([Br:11])=[CH:9][C:8]([F:12])=[CH:7][C:3]=1[C:4](O)=[O:5].B. Product: [NH2:1][C:2]1[C:10]([Br:11])=[CH:9][C:8]([F:12])=[CH:7][C:3]=1[CH2:4][OH:5]. The catalyst class is: 1. (7) Reactant: [CH2:1]([O:4][C:5]1[CH:12]=[CH:11][C:8]([CH:9]=[O:10])=[CH:7][C:6]=1[Cl:13])[CH:2]=[CH2:3].[BH4-].[Na+]. Product: [CH2:1]([O:4][C:5]1[CH:12]=[CH:11][C:8]([CH2:9][OH:10])=[CH:7][C:6]=1[Cl:13])[CH:2]=[CH2:3]. The catalyst class is: 242. (8) Reactant: [CH3:1][C:2]1[CH2:3][C:4]2[C:9]([CH:10]=1)=[CH:8][CH:7]=[CH:6][CH:5]=2.[C:11]1([CH3:17])[CH:16]=[CH:15][CH:14]=[CH:13][CH:12]=1.[CH2:18]([Li])[CH2:19][CH2:20]C.[CH3:23][Si:24]([CH3:27])(Cl)Cl. Product: [CH3:23][Si:24]([CH3:27])([CH:18]1[C:16]2[C:11](=[CH:12][CH:13]=[CH:14][CH:15]=2)[CH:17]=[C:19]1[CH3:20])[CH:3]1[C:4]2[C:9](=[CH:8][CH:7]=[CH:6][CH:5]=2)[CH:10]=[C:2]1[CH3:1]. The catalyst class is: 90. (9) Reactant: C([O-])(=O)C.[K+].[CH3:21][C:16]1([CH3:22])[C:17]([CH3:20])([CH3:19])[O:18][B:14]([B:14]2[O:18][C:17]([CH3:20])([CH3:19])[C:16]([CH3:22])([CH3:21])[O:15]2)[O:15]1.Br[C:25]1[CH:31]=[C:30]([F:32])[C:28]([NH2:29])=[C:27]([F:33])[CH:26]=1. Product: [F:32][C:30]1[CH:31]=[C:25]([B:14]2[O:15][C:16]([CH3:21])([CH3:22])[C:17]([CH3:19])([CH3:20])[O:18]2)[CH:26]=[C:27]([F:33])[C:28]=1[NH2:29]. The catalyst class is: 148. (10) Reactant: [CH3:1][CH:2]1[CH2:13][C:12]2[C:4](=[C:5]([CH3:15])[C:6]3[CH2:7][CH2:8][CH2:9][C:10]=3[C:11]=2[CH3:14])[C:3]1=O.[BH4-].[Na+].CO.CC1C=CC(S(O)(=O)=O)=CC=1. Product: [CH3:14][C:11]1[C:12]2[CH2:13][C:2]([CH3:1])=[CH:3][C:4]=2[C:5]([CH3:15])=[C:6]2[C:10]=1[CH2:9][CH2:8][CH2:7]2. The catalyst class is: 182.